This data is from Catalyst prediction with 721,799 reactions and 888 catalyst types from USPTO. The task is: Predict which catalyst facilitates the given reaction. (1) Reactant: Cl.[NH2:2][CH2:3][CH2:4][N:5]1[CH2:11][CH2:10][C:9]2[CH:12]=[CH:13][C:14]([C:16]3[N:20]=[C:19]([C:21]4[CH:22]=[CH:23][C:24]([O:29][CH:30]([CH3:32])[CH3:31])=[C:25]([CH:28]=4)[C:26]#[N:27])[O:18][N:17]=3)=[CH:15][C:8]=2[CH2:7][CH2:6]1.C(N(CC)CC)C.[N:40]([CH2:43][CH3:44])=[C:41]=[O:42].O. Product: [C:26]([C:25]1[CH:28]=[C:21]([C:19]2[O:18][N:17]=[C:16]([C:14]3[CH:13]=[CH:12][C:9]4[CH2:10][CH2:11][N:5]([CH2:4][CH2:3][NH:2][C:41]([NH:40][CH2:43][CH3:44])=[O:42])[CH2:6][CH2:7][C:8]=4[CH:15]=3)[N:20]=2)[CH:22]=[CH:23][C:24]=1[O:29][CH:30]([CH3:32])[CH3:31])#[N:27]. The catalyst class is: 2. (2) Reactant: [OH:1][CH2:2][C@@H:3]([NH:11][C:12](=[O:18])[O:13][C:14]([CH3:17])([CH3:16])[CH3:15])[CH2:4][C@H:5]1[CH2:10][CH2:9][CH2:8][O:7][CH2:6]1.N1C=CC=CC=1.[S:25](Cl)([C:28]1[CH:34]=[CH:33][C:31]([CH3:32])=[CH:30][CH:29]=1)(=[O:27])=[O:26]. Product: [CH3:32][C:31]1[CH:33]=[CH:34][C:28]([S:25]([O:1][CH2:2][C@@H:3]([NH:11][C:12]([O:13][C:14]([CH3:15])([CH3:17])[CH3:16])=[O:18])[CH2:4][C@H:5]2[CH2:10][CH2:9][CH2:8][O:7][CH2:6]2)(=[O:27])=[O:26])=[CH:29][CH:30]=1. The catalyst class is: 91. (3) Reactant: [Br-].[Br:2][C:3]1[C:4]([NH:31][C:32](=O)[C:33]([F:36])([F:35])[F:34])=[C:5]([CH2:11][P+](C2C=CC=CC=2)(C2C=CC=CC=2)C2C=CC=CC=2)[CH:6]=[C:7]([C:9]#[N:10])[CH:8]=1. Product: [CH3:8][CH2:3][CH2:4][CH:5]([CH3:11])[CH3:6].[F:34][C:33]([F:36])([F:35])[C:32]1[NH:31][C:4]2[C:5]([CH:11]=1)=[CH:6][C:7]([C:9]#[N:10])=[CH:8][C:3]=2[Br:2]. The catalyst class is: 3. (4) Reactant: CC(OI1(OC(C)=O)(OC(C)=O)OC(=O)C2C=CC=CC1=2)=O.[C:23]([C:27]1[S:28][CH:29]=[C:30]([C:32]([N:34]2[CH2:39][C:38]3([CH2:44][CH2:43][N:42]([CH2:45][C:46]4[S:47][CH:48]=[C:49]([CH2:51][CH2:52][OH:53])[CH:50]=4)[CH2:41][CH2:40]3)[O:37][CH2:36][CH2:35]2)=[O:33])[N:31]=1)([CH3:26])([CH3:25])[CH3:24].C(O)(C(F)(F)F)=O.S([O-])([O-])(=O)=S.[Na+].[Na+].C(=O)(O)[O-].[Na+]. Product: [C:23]([C:27]1[S:28][CH:29]=[C:30]([C:32]([N:34]2[CH2:39][C:38]3([CH2:40][CH2:41][N:42]([CH2:45][C:46]4[S:47][CH:48]=[C:49]([CH2:51][CH:52]=[O:53])[CH:50]=4)[CH2:43][CH2:44]3)[O:37][CH2:36][CH2:35]2)=[O:33])[N:31]=1)([CH3:26])([CH3:24])[CH3:25]. The catalyst class is: 124. (5) Reactant: Cl.Cl[CH2:3][C:4]1[N:8]([CH3:9])[N:7]=[CH:6][N:5]=1.[C-:10]#[N:11].[Na+]. Product: [CH3:9][N:8]1[C:4]([CH2:3][C:10]#[N:11])=[N:5][CH:6]=[N:7]1. The catalyst class is: 16.